Dataset: Full USPTO retrosynthesis dataset with 1.9M reactions from patents (1976-2016). Task: Predict the reactants needed to synthesize the given product. (1) Given the product [Cl:12][C:9]1[S:8][C:4]2[N:5]=[CH:6][N:7]=[C:2]([NH:13][C:14]3[CH:22]=[CH:21][C:17]([C:18]([NH2:20])=[O:19])=[CH:16][C:15]=3[O:23][CH:24]3[CH2:29][CH2:28][O:27][CH2:26][CH2:25]3)[C:3]=2[C:10]=1[CH3:11], predict the reactants needed to synthesize it. The reactants are: Cl[C:2]1[C:3]2[C:10]([CH3:11])=[C:9]([Cl:12])[S:8][C:4]=2[N:5]=[CH:6][N:7]=1.[NH2:13][C:14]1[CH:22]=[CH:21][C:17]([C:18]([NH2:20])=[O:19])=[CH:16][C:15]=1[O:23][CH:24]1[CH2:29][CH2:28][O:27][CH2:26][CH2:25]1. (2) Given the product [N-:1]([S:2]([C:5]([F:8])([F:6])[F:7])(=[O:4])=[O:3])[S:9]([C:12]([F:15])([F:14])[F:13])(=[O:11])=[O:10].[CH2:18]([NH3+:32])[CH2:19][CH2:20][CH2:21][CH2:22][CH2:23][CH2:24][CH2:25][CH2:26][CH2:27][CH2:28][CH2:29][CH2:30][CH3:31], predict the reactants needed to synthesize it. The reactants are: [N-:1]([S:9]([C:12]([F:15])([F:14])[F:13])(=[O:11])=[O:10])[S:2]([C:5]([F:8])([F:7])[F:6])(=[O:4])=[O:3].[Li+].[Br-].[CH2:18]([NH3+:32])[CH2:19][CH2:20][CH2:21][CH2:22][CH2:23][CH2:24][CH2:25][CH2:26][CH2:27][CH2:28][CH2:29][CH2:30][CH3:31].